From a dataset of Reaction yield outcomes from USPTO patents with 853,638 reactions. Predict the reaction yield, written as a fraction of the theoretical maximum amount of product (1.0 means a 100% yield; for example, 0.34 means a 34% yield). (1) The reactants are C(OC(=O)CCC)C.CC(C)=O.[CH3:13][C:14](=O)[CH2:15][C:16](=O)[CH2:17][CH2:18][CH3:19].[C:22]([CH2:24][C:25]([NH2:27])=[O:26])#[N:23].N1CCCCC1. The catalyst is CCOCC.CCO. The product is [CH3:13][C:14]1[CH:15]=[C:16]([CH2:17][CH2:18][CH3:19])[NH:27][C:25](=[O:26])[C:24]=1[C:22]#[N:23]. The yield is 0.400. (2) The reactants are [Cl:1][C:2]1[CH:3]=[C:4]([NH2:19])[C:5]([NH2:18])=[CH:6][C:7]=1[C:8]1[CH:13]=[CH:12][C:11]([C:14]([F:17])([F:16])[F:15])=[CH:10][CH:9]=1.C(=O)([O-])[O-].[Na+].[Na+].[F:26][C:27]([F:38])([F:37])[C:28]([F:36])([F:35])[C:29]([F:34])([F:33])[C:30](O)=O. The catalyst is O. The product is [Cl:1][C:2]1[C:7]([C:8]2[CH:13]=[CH:12][C:11]([C:14]([F:17])([F:16])[F:15])=[CH:10][CH:9]=2)=[CH:6][C:5]2[NH:18][C:30]([C:29]([F:33])([F:34])[C:28]([F:35])([F:36])[C:27]([F:38])([F:37])[F:26])=[N:19][C:4]=2[CH:3]=1. The yield is 0.480. (3) The reactants are [CH2:1]([C:5]1[NH:23][C:8]2=[C:9]([C:21]#[N:22])[C:10]([CH3:20])=[C:11]([C:14]3[CH:19]=[CH:18][CH:17]=[CH:16][CH:15]=3)[C:12](=O)[N:7]2[N:6]=1)[CH:2]([CH3:4])[CH3:3].P(Cl)(Cl)([Cl:26])=O. No catalyst specified. The product is [CH2:1]([C:5]1[N:23]=[C:8]2[C:9]([C:21]#[N:22])=[C:10]([CH3:20])[C:11]([C:14]3[CH:19]=[CH:18][CH:17]=[CH:16][CH:15]=3)=[C:12]([Cl:26])[N:7]2[N:6]=1)[CH:2]([CH3:4])[CH3:3]. The yield is 1.00. (4) The yield is 0.650. The catalyst is C(Cl)Cl.[Pd]. The product is [CH2:1]([NH:5][CH:13]([CH3:14])/[CH:12]=[CH:11]/[C:9]([O:8][CH2:7][CH3:6])=[O:10])[CH2:2][CH2:3][CH3:4]. The reactants are [CH2:1]([NH2:5])[CH2:2][CH2:3][CH3:4].[CH3:6][CH2:7][O:8][C:9]([CH3:11])=[O:10].[CH3:12][CH2:13][CH2:14]CCCC. (5) The reactants are [N+:1]([C:4]1[CH:5]=[C:6](O)[CH:7]=[CH:8][CH:9]=1)([O-:3])=[O:2].C([O-])([O-])=[O:12].[K+].[K+].Br[CH2:18][C:19]([O:21][CH2:22][CH3:23])=[O:20]. The catalyst is CC(C)=O. The product is [N+:1]([C:4]1[CH:5]=[CH:6][C:7]([O:12][CH2:18][C:19]([O:21][CH2:22][CH3:23])=[O:20])=[CH:8][CH:9]=1)([O-:3])=[O:2]. The yield is 0.920. (6) The reactants are [ClH:1].Cl[C:3]1[N:8]2[CH:9]=[CH:10][N:11]=[C:7]2[CH:6]=[CH:5][CH:4]=1.C(=O)([O-])[O-].[Na+].[Na+].O1[CH2:23][CH2:22][O:21][CH2:20]C1. The catalyst is C(OCC)(=O)C.O.C1C=CC([P]([Pd]([P](C2C=CC=CC=2)(C2C=CC=CC=2)C2C=CC=CC=2)([P](C2C=CC=CC=2)(C2C=CC=CC=2)C2C=CC=CC=2)[P](C2C=CC=CC=2)(C2C=CC=CC=2)C2C=CC=CC=2)(C2C=CC=CC=2)C2C=CC=CC=2)=CC=1. The product is [Cl:1][C:4]1[CH:5]=[CH:6][C:22]([O:21][CH3:20])=[C:23]([C:3]2[N:8]3[CH:9]=[CH:10][N:11]=[C:7]3[CH:6]=[CH:5][CH:4]=2)[CH:3]=1. The yield is 0.700.